Dataset: Forward reaction prediction with 1.9M reactions from USPTO patents (1976-2016). Task: Predict the product of the given reaction. Given the reactants [CH3:1][C:2]1[N:7]=[CH:6][C:5]([CH2:8][OH:9])=[CH:4][CH:3]=1.[Cl:10][C:11]1[CH:16]=[C:15](I)[CH:14]=[CH:13][N:12]=1.C(=O)([O-])[O-].[Cs+].[Cs+].N1C2C(=CC=C3C=2N=CC=C3)C=CC=1, predict the reaction product. The product is: [Cl:10][C:11]1[CH:16]=[C:15]([O:9][CH2:8][C:5]2[CH:6]=[N:7][C:2]([CH3:1])=[CH:3][CH:4]=2)[CH:14]=[CH:13][N:12]=1.